Dataset: Peptide-MHC class I binding affinity with 185,985 pairs from IEDB/IMGT. Task: Regression. Given a peptide amino acid sequence and an MHC pseudo amino acid sequence, predict their binding affinity value. This is MHC class I binding data. The peptide sequence is RYMNSQGLL. The MHC is HLA-A23:01 with pseudo-sequence HLA-A23:01. The binding affinity (normalized) is 0.